This data is from Forward reaction prediction with 1.9M reactions from USPTO patents (1976-2016). The task is: Predict the product of the given reaction. (1) Given the reactants CNC(=O)C1C=CC=C(C2C=CC([O:16][C@@H]3[C@@H](O)[C@@H](O)[C@H](O)[C@@H](CO)O3)=C(C)C=2)C=1.C([O:33][C@@H:34]1[C@@H:39]([O:40]C(=O)C)[C@@H:38]([CH2:44][O:45]C(=O)C)[O:37][C@H:36]([O:49][C:50]2[CH:55]=[CH:54][C:53](Br)=[CH:52][C:51]=2[C:57]([F:60])([F:59])[F:58])[C@H:35]1CC([O-])=O)(=O)C.[CH3:65][O:66][C:67]([C:69]1[CH:70]=[C:71](B(O)O)[CH:72]=[CH:73][CH:74]=1)=[O:68], predict the reaction product. The product is: [F:58][C:57]([F:60])([F:59])[C:51]1[CH:52]=[C:53]([C:71]2[CH:70]=[C:69]([CH:74]=[CH:73][CH:72]=2)[C:67]([O:66][CH3:65])=[O:68])[CH:54]=[CH:55][C:50]=1[O:49][C@@H:36]1[C@@H:35]([OH:16])[C@@H:34]([OH:33])[C@H:39]([OH:40])[C@@H:38]([CH2:44][OH:45])[O:37]1. (2) Given the reactants [CH3:1][O:2][C:3](=[O:24])[C@H:4]([OH:23])[CH2:5][N:6]([CH2:15][C:16]1[CH:21]=[CH:20][C:19]([Br:22])=[CH:18][CH:17]=1)[NH:7]C(OC(C)(C)C)=O.[CH3:25]CO.[ClH:28], predict the reaction product. The product is: [CH2:1]([O:2][C:3](=[O:24])[CH:4]([OH:23])[CH2:5][N:6]([CH2:15][C:16]1[CH:21]=[CH:20][C:19]([Br:22])=[CH:18][CH:17]=1)[NH2:7])[CH3:25].[ClH:28]. (3) The product is: [CH:1]1([C:4]2[C:5]([O:13][CH2:14][C:15]([F:18])([F:17])[F:16])=[CH:6][C:7]([C:10]([NH:19][C:20]([C:27]3[N:31]=[C:30]([CH3:32])[O:29][N:28]=3)([CH3:26])[C:21]([O:23][CH2:24][CH3:25])=[O:22])=[O:12])=[N:8][CH:9]=2)[CH2:2][CH2:3]1. Given the reactants [CH:1]1([C:4]2[C:5]([O:13][CH2:14][C:15]([F:18])([F:17])[F:16])=[CH:6][C:7]([C:10]([OH:12])=O)=[N:8][CH:9]=2)[CH2:3][CH2:2]1.[NH2:19][C:20]([C:27]1[N:31]=[C:30]([CH3:32])[O:29][N:28]=1)([CH3:26])[C:21]([O:23][CH2:24][CH3:25])=[O:22], predict the reaction product. (4) Given the reactants [NH2:1][C:2]1[CH:10]=[C:6]([C:7]([OH:9])=[O:8])[C:5]([OH:11])=[CH:4][CH:3]=1.[N+:12]([C:15]1[CH:20]=[CH:19][C:18]([CH2:21][CH2:22]Br)=[CH:17][CH:16]=1)([O-:14])=[O:13], predict the reaction product. The product is: [OH:11][C:5]1[CH:4]=[CH:3][C:2]([NH:1][CH2:22][CH2:21][C:18]2[CH:17]=[CH:16][C:15]([N+:12]([O-:14])=[O:13])=[CH:20][CH:19]=2)=[CH:10][C:6]=1[C:7]([OH:9])=[O:8]. (5) Given the reactants [OH:1][NH:2][C:3]([C:5]1[CH:10]=[CH:9][CH:8]=[CH:7][N:6]=1)=[NH:4].[CH3:11][O:12][C:13]1[CH:22]=[CH:21][C:20]2[C:15](=[CH:16][CH:17]=[CH:18][CH:19]=2)[C:14]=1[C:23](O)=O, predict the reaction product. The product is: [CH3:11][O:12][C:13]1[CH:22]=[CH:21][C:20]2[C:15](=[CH:16][CH:17]=[CH:18][CH:19]=2)[C:14]=1[C:23]1[O:1][N:2]=[C:3]([C:5]2[CH:10]=[CH:9][CH:8]=[CH:7][N:6]=2)[N:4]=1. (6) Given the reactants [Br:1]Br.[CH3:3][C:4]1([CH3:18])[CH2:13][CH2:12][C:11]2[C:6](=[C:7]([CH3:17])[C:8]([CH3:16])=[C:9]([OH:15])[C:10]=2[CH3:14])[O:5]1, predict the reaction product. The product is: [Br:1][CH2:14][C:10]1[C:9]([OH:15])=[C:8]([CH3:16])[C:7]([CH3:17])=[C:6]2[C:11]=1[CH2:12][CH2:13][C:4]([CH3:18])([CH3:3])[O:5]2. (7) Given the reactants [OH:1][C@H:2]1[CH2:7][CH2:6][C@H:5]([CH2:8][NH:9]C(=O)OC(C)(C)C)[CH2:4][CH2:3]1.FC(F)(F)C(O)=O, predict the reaction product. The product is: [NH2:9][CH2:8][C@H:5]1[CH2:6][CH2:7][C@H:2]([OH:1])[CH2:3][CH2:4]1. (8) Given the reactants [CH3:1][O:2][Si:3]([O:20][CH3:21])([O:18][CH3:19])[CH2:4][CH2:5][CH2:6][NH:7][CH2:8][CH2:9][CH2:10][Si:11]([O:16][CH3:17])([O:14][CH3:15])[O:12][CH3:13].[CH:22]([N:25]=[C:26]=[N:27][CH:28]([CH3:30])[CH3:29])([CH3:24])[CH3:23], predict the reaction product. The product is: [CH3:15][O:14][Si:11]([O:16][CH3:17])([O:12][CH3:13])[CH2:10][CH2:9][CH2:8][N:7]([CH2:6][CH2:5][CH2:4][Si:3]([O:20][CH3:21])([O:18][CH3:19])[O:2][CH3:1])[C:26]([NH:27][CH:28]([CH3:30])[CH3:29])=[N:25][CH:22]([CH3:24])[CH3:23]. (9) Given the reactants FC(F)(F)S(O[C:7]1[C:8]([C:17]([N:19]([O:21][CH3:22])[CH3:20])=[O:18])=[CH:9][CH:10]=[C:11]2[C:16]=1[N:15]=[CH:14][CH:13]=[CH:12]2)(=O)=O.[F:25][C:26]1[CH:31]=[CH:30][CH:29]=[CH:28][C:27]=1B(O)O.C(=O)([O-])[O-].[Na+].[Na+].O, predict the reaction product. The product is: [F:25][C:26]1[CH:31]=[CH:30][CH:29]=[CH:28][C:27]=1[C:7]1[C:8]([C:17]([N:19]([O:21][CH3:22])[CH3:20])=[O:18])=[CH:9][CH:10]=[C:11]2[C:16]=1[N:15]=[CH:14][CH:13]=[CH:12]2. (10) Given the reactants [CH3:1][O:2][C:3]([C:5]1[CH:13]=[CH:12][C:8]([C:9]([NH2:11])=O)=[CH:7][CH:6]=1)=[O:4].[CH:14]([NH2:16])=[O:15], predict the reaction product. The product is: [CH:14]([N:16]=[C:9]([NH2:11])[C:8]1[CH:7]=[CH:6][C:5]([C:3]([O:2][CH3:1])=[O:4])=[CH:13][CH:12]=1)=[O:15].